Dataset: Forward reaction prediction with 1.9M reactions from USPTO patents (1976-2016). Task: Predict the product of the given reaction. (1) Given the reactants [CH:1]1[CH:6]=[N+:5]([C@@H:7]2[O:11][C@H:10]([CH2:12][O:13][P:14]([O:17][P:18]([O:21][CH2:22][C@H:23]3[O:27][C@@H:26]([N:28]4[C:32]5[N:33]=[CH:34][N:35]=[C:36]([NH2:37])[C:31]=5[N:30]=[CH:29]4)[C@H:25]([OH:38])[C@@H:24]3[OH:39])([OH:20])=[O:19])([OH:16])=[O:15])[C@@H:9]([OH:40])[C@H:8]2[OH:41])[CH:4]=[C:3]([C:42]([NH2:44])=[O:43])[CH:2]=1.O=C[C@@H]([C@H]([C@@H]([C@@H](CO)O)O)O)O, predict the reaction product. The product is: [CH:34]1[N:35]=[C:36]([NH2:37])[C:31]2[N:30]=[CH:29][N:28]([C@@H:26]3[O:27][C@H:23]([CH2:22][O:21][P:18]([O:17][P:14]([O:13][CH2:12][C@H:10]4[O:11][C@@H:7]([N:5]5[CH:4]=[C:3]([C:42]([NH2:44])=[O:43])[CH2:2][CH:1]=[CH:6]5)[C@H:8]([OH:41])[C@@H:9]4[OH:40])([OH:16])=[O:15])([OH:20])=[O:19])[C@@H:24]([OH:39])[C@H:25]3[OH:38])[C:32]=2[N:33]=1. (2) Given the reactants [CH2:1]([O:8][C:9]1[CH:18]=[CH:17][C:16]2[N+:15]([O-])=[CH:14][C:13]3[N:20]=[C:21]([CH2:36][O:37][CH2:38][CH3:39])[N:22]([CH2:23][C:24]([NH:27][C:28]([CH:30]4[CH2:35][CH2:34][CH2:33][CH2:32][CH2:31]4)=[O:29])([CH3:26])[CH3:25])[C:12]=3[C:11]=2[CH:10]=1)[C:2]1[CH:7]=[CH:6][CH:5]=[CH:4][CH:3]=1.ClC(Cl)(Cl)C([N:44]=C=O)=O, predict the reaction product. The product is: [NH2:44][C:14]1[C:13]2[N:20]=[C:21]([CH2:36][O:37][CH2:38][CH3:39])[N:22]([CH2:23][C:24]([NH:27][C:28]([CH:30]3[CH2:31][CH2:32][CH2:33][CH2:34][CH2:35]3)=[O:29])([CH3:25])[CH3:26])[C:12]=2[C:11]2[CH:10]=[C:9]([O:8][CH2:1][C:2]3[CH:7]=[CH:6][CH:5]=[CH:4][CH:3]=3)[CH:18]=[CH:17][C:16]=2[N:15]=1. (3) Given the reactants [C:1]([Si:5]([CH3:15])([CH3:14])[O:6][CH:7]1[CH2:12][CH2:11][C:10](=O)[CH2:9][CH2:8]1)([CH3:4])([CH3:3])[CH3:2].[CH3:16][C:17]([S:20]([NH2:22])=[O:21])([CH3:19])[CH3:18].C([O-])(O)=O.[Na+], predict the reaction product. The product is: [C:1]([Si:5]([CH3:15])([CH3:14])[O:6][CH:7]1[CH2:12][CH2:11][C:10](=[N:22][S:20]([C:17]([CH3:19])([CH3:18])[CH3:16])=[O:21])[CH2:9][CH2:8]1)([CH3:4])([CH3:3])[CH3:2]. (4) Given the reactants [C:1]1([CH3:7])[CH:6]=[CH:5][CH:4]=[CH:3][CH:2]=1.[CH2:8]([CH:18]1CC2C[CH:19]1C=C2)[CH2:9][CH2:10][CH2:11][CH2:12][CH2:13][CH2:14]CCC.Cl[CH2:26]Cl, predict the reaction product. The product is: [CH2:7]([C:1]12[CH2:26][CH:4]([CH2:5][CH2:6]1)[CH:3]=[CH:2]2)[CH2:19][CH2:18][CH2:8][CH2:9][CH2:10][CH2:11][CH2:12][CH2:13][CH3:14].